From a dataset of Forward reaction prediction with 1.9M reactions from USPTO patents (1976-2016). Predict the product of the given reaction. (1) The product is: [N:18]1([O:1][C:2]2[C:3]3[CH2:10][N:9]([C:11]([O:13][C:14]([CH3:17])([CH3:16])[CH3:15])=[O:12])[CH2:8][C:4]=3[N:5]=[CH:6][N:7]=2)[C:23]2[CH:24]=[CH:25][CH:26]=[CH:27][C:28]=2[N:22]=[N:31]1. Given the reactants [OH:1][C:2]1[C:3]2[CH2:10][N:9]([C:11]([O:13][C:14]([CH3:17])([CH3:16])[CH3:15])=[O:12])[CH2:8][C:4]=2[N:5]=[CH:6][N:7]=1.[N:18]1CCC[N:22]2[CH2:28][CH2:27][CH2:26][CH2:25][CH2:24][C:23]=12.C(#[N:31])C, predict the reaction product. (2) The product is: [O:11]1[CH2:12][CH2:13][CH2:14][CH:10]1[C:5]1[CH:6]=[CH:7][CH:8]=[CH:9][C:4]=1[NH2:1]. Given the reactants [N+:1]([C:4]1[CH:9]=[CH:8][CH:7]=[CH:6][C:5]=1[CH:10]1[CH:14]=[CH:13][CH2:12][O:11]1)([O-])=O.[N+](C1C=CC=CC=1C1CC=CO1)([O-])=O.CCN(CC)CC, predict the reaction product. (3) Given the reactants [CH3:1][C:2]1[C:9]2[C:8]([CH3:10])=[CH:7][S:6][C:5]=2[S:4][C:3]=1[CH:11]=O.[CH3:13][N:14]1C2C(=CC=CC=2)C=C1C=O, predict the reaction product. The product is: [CH3:1][C:2]1[C:9]2[C:8]([CH3:10])=[CH:7][S:6][C:5]=2[S:4][C:3]=1[CH2:11][NH:14][CH3:13]. (4) Given the reactants [O:1]=[CH:2][C@@H:3]([C@H:5]([C@@H:7]([C@@H:9]([CH2:11][OH:12])[OH:10])[OH:8])[OH:6])[OH:4].[CH2:13]([O:20][C:21]1[CH:22]=[C:23]([CH:27]=[C:28]([O:38][CH2:39][C:40]2[CH:45]=[CH:44][CH:43]=[CH:42][CH:41]=2)[C:29]=1[O:30][CH2:31][C:32]1[CH:37]=[CH:36][CH:35]=[CH:34][CH:33]=1)[C:24]([OH:26])=O)[C:14]1[CH:19]=[CH:18][CH:17]=[CH:16][CH:15]=1.CCN=C=N[CH2:51][CH2:52][CH2:53]N(C)C.Cl, predict the reaction product. The product is: [C:14]1([CH2:13][O:20][C:21]2[CH:22]=[C:23]([CH:27]=[C:28]([O:38][CH2:39][C:40]3[CH:41]=[CH:42][CH:43]=[CH:44][CH:45]=3)[C:29]=2[O:30][CH2:31][C:32]2[CH:37]=[CH:36][CH:35]=[CH:34][CH:33]=2)[C:24]([O:1][C@@H:2]2[O:10][C@H:9]([CH2:11][O:12][C:24](=[O:26])[C:23]3[CH:22]=[C:21]([O:20][CH2:13][C:14]4[CH:19]=[CH:18][CH:17]=[CH:16][CH:15]=4)[C:29]([O:30][CH2:31][C:32]4[CH:37]=[CH:36][CH:35]=[CH:34][CH:33]=4)=[C:28]([O:38][CH2:39][C:51]4[CH:52]=[CH:53][CH:41]=[CH:40][CH:45]=4)[CH:27]=3)[C@@H:7]([O:8][C:24](=[O:26])[C:23]3[CH:27]=[C:28]([O:38][CH2:39][C:40]4[CH:45]=[CH:44][CH:43]=[CH:42][CH:41]=4)[C:29]([O:30][CH2:31][C:32]4[CH:33]=[CH:34][CH:35]=[CH:36][CH:37]=4)=[C:21]([O:20][CH2:13][C:14]4[CH:15]=[CH:16][CH:17]=[CH:18][CH:19]=4)[CH:22]=3)[C@H:5]([O:6][C:24](=[O:26])[C:23]3[CH:27]=[C:28]([O:38][CH2:39][C:40]4[CH:45]=[CH:44][CH:43]=[CH:42][CH:41]=4)[C:29]([O:30][CH2:31][C:32]4[CH:33]=[CH:34][CH:35]=[CH:36][CH:37]=4)=[C:21]([O:20][CH2:13][C:14]4[CH:15]=[CH:16][CH:17]=[CH:18][CH:19]=4)[CH:22]=3)[C@H:3]2[O:4][C:24](=[O:26])[C:23]2[CH:27]=[C:28]([O:38][CH2:39][C:40]3[CH:45]=[CH:44][CH:43]=[CH:42][CH:41]=3)[C:29]([O:30][CH2:31][C:32]3[CH:33]=[CH:34][CH:35]=[CH:36][CH:37]=3)=[C:21]([O:20][CH2:13][C:14]3[CH:15]=[CH:16][CH:17]=[CH:18][CH:19]=3)[CH:22]=2)=[O:26])[CH:19]=[CH:18][CH:17]=[CH:16][CH:15]=1. (5) The product is: [OH:31][NH:30][C:22](=[O:23])/[CH:21]=[CH:20]/[C:15]1[CH:16]=[CH:17][CH:18]=[CH:19][C:14]=1[N:11]1[CH2:12][CH2:13][N:8]([CH2:7][C:6]2[CH:28]=[CH:29][C:3]([O:2][CH3:1])=[CH:4][CH:5]=2)[CH2:9][C:10]1=[O:27]. Given the reactants [CH3:1][O:2][C:3]1[CH:29]=[CH:28][C:6]([CH2:7][N:8]2[CH2:13][CH2:12][N:11]([C:14]3[CH:19]=[CH:18][CH:17]=[CH:16][C:15]=3/[CH:20]=[CH:21]/[C:22](OCC)=[O:23])[C:10](=[O:27])[CH2:9]2)=[CH:5][CH:4]=1.[NH2:30][OH:31].[OH-].[Na+], predict the reaction product. (6) Given the reactants [CH2:1]([O:8][C:9](=[O:21])[CH2:10][C:11]1[CH:16]=[CH:15][C:14]([C:17]([CH3:20])([CH3:19])[CH3:18])=[CH:13][CH:12]=1)[C:2]1[CH:7]=[CH:6][CH:5]=[CH:4][CH:3]=1.[Li+].C[Si]([N-][Si](C)(C)C)(C)C.[CH3:32][O:33][C:34](=[O:44])[C:35]1[CH:40]=[CH:39][C:38]([CH:41](Br)[CH3:42])=[CH:37][CH:36]=1, predict the reaction product. The product is: [CH3:32][O:33][C:34](=[O:44])[C:35]1[CH:40]=[CH:39][C:38]([CH:41]([CH3:42])[CH:10]([C:9]([O:8][CH2:1][C:2]2[CH:3]=[CH:4][CH:5]=[CH:6][CH:7]=2)=[O:21])[C:11]2[CH:16]=[CH:15][C:14]([C:17]([CH3:18])([CH3:20])[CH3:19])=[CH:13][CH:12]=2)=[CH:37][CH:36]=1. (7) The product is: [OH:17][C:15]1[C:16]2[C:8]([C:5]3[CH:6]=[CH:7][C:2]([C:23]4[CH:24]=[CH:25][S:21][CH:22]=4)=[CH:3][CH:4]=3)=[CH:9][S:10][C:11]=2[NH:12][C:13](=[O:20])[C:14]=1[C:18]#[N:19]. Given the reactants Br[C:2]1[CH:7]=[CH:6][C:5]([C:8]2[C:16]3[C:15]([OH:17])=[C:14]([C:18]#[N:19])[C:13](=[O:20])[NH:12][C:11]=3[S:10][CH:9]=2)=[CH:4][CH:3]=1.[S:21]1[CH:25]=[CH:24][C:23](B(O)O)=[CH:22]1.OC1C=CC(B(O)O)=CC=1, predict the reaction product. (8) Given the reactants [NH2:1][C@@H:2]([CH3:19])[CH2:3][N:4]1[CH:8]=[CH:7][C:6]([C:9]2[CH:16]=[CH:15][C:12]([C:13]#[N:14])=[C:11]([Cl:17])[C:10]=2[CH3:18])=[N:5]1.[F:20][C:21]([F:31])([F:30])[C:22]1[NH:26][N:25]=[C:24]([C:27](O)=[O:28])[CH:23]=1.C1C=CC2N(O)N=NC=2C=1.CCN(C(C)C)C(C)C.CCN=C=NCCCN(C)C, predict the reaction product. The product is: [Cl:17][C:11]1[C:10]([CH3:18])=[C:9]([C:6]2[CH:7]=[CH:8][N:4]([CH2:3][C@@H:2]([NH:1][C:27]([C:24]3[CH:23]=[C:22]([C:21]([F:31])([F:20])[F:30])[NH:26][N:25]=3)=[O:28])[CH3:19])[N:5]=2)[CH:16]=[CH:15][C:12]=1[C:13]#[N:14].